Dataset: Reaction yield outcomes from USPTO patents with 853,638 reactions. Task: Predict the reaction yield, written as a fraction of the theoretical maximum amount of product (1.0 means a 100% yield; for example, 0.34 means a 34% yield). (1) The reactants are [CH:1]([C:3]1[CH:4]=[C:5]([CH:9]=[CH:10][CH:11]=1)[C:6]([OH:8])=O)=[O:2].C(N(CC)CC)C.ON1C2C=CC=CC=2N=N1.Cl.C(N=C=NCCCN(C)C)C.[CH3:41][CH:42]([CH3:51])[C:43]([N:45]1[CH2:50][CH2:49][NH:48][CH2:47][CH2:46]1)=[O:44]. The catalyst is ClCCl. The product is [C:43]([N:45]1[CH2:50][CH2:49][N:48]([C:6]([C:5]2[CH:4]=[C:3]([CH:11]=[CH:10][CH:9]=2)[CH:1]=[O:2])=[O:8])[CH2:47][CH2:46]1)(=[O:44])[CH:42]([CH3:51])[CH3:41]. The yield is 0.950. (2) The reactants are [CH3:1][C:2]1(O)[CH2:6][CH2:5][CH2:4][CH2:3]1.[C:8]1([OH:14])[CH:13]=[CH:12][CH:11]=[CH:10][CH:9]=1.[Al+3].[Cl-].[Cl-].[Cl-].Cl. The catalyst is CCCCC. The product is [CH3:1][C:2]1([C:11]2[CH:12]=[CH:13][C:8]([OH:14])=[CH:9][CH:10]=2)[CH2:6][CH2:5][CH2:4][CH2:3]1. The yield is 0.120.